From a dataset of Reaction yield outcomes from USPTO patents with 853,638 reactions. Predict the reaction yield, written as a fraction of the theoretical maximum amount of product (1.0 means a 100% yield; for example, 0.34 means a 34% yield). (1) The reactants are C([BH-](CC)CC)C.[Li+].[Si:9]([O:26][CH2:27][C@@H:28]1[CH2:32][CH2:31][C:30](=O)[N:29]1[C:34]([O:36][C:37]([CH3:40])([CH3:39])[CH3:38])=[O:35])([C:22]([CH3:25])([CH3:24])[CH3:23])([C:16]1[CH:21]=[CH:20][CH:19]=[CH:18][CH:17]=1)[C:10]1[CH:15]=[CH:14][CH:13]=[CH:12][CH:11]=1.CCN(C(C)C)C(C)C.O(S(C(F)(F)F)(=O)=O)S(C(F)(F)F)(=O)=O. The catalyst is C1(C)C=CC=CC=1.CN(C)C1C=CN=CC=1. The product is [Si:9]([O:26][CH2:27][C@@H:28]1[CH2:32][CH:31]=[CH:30][N:29]1[C:34]([O:36][C:37]([CH3:40])([CH3:39])[CH3:38])=[O:35])([C:22]([CH3:24])([CH3:25])[CH3:23])([C:16]1[CH:21]=[CH:20][CH:19]=[CH:18][CH:17]=1)[C:10]1[CH:15]=[CH:14][CH:13]=[CH:12][CH:11]=1. The yield is 0.450. (2) The reactants are [N+:1]([C:4]1[C:5]([C:9]([O-:11])=[O:10])=[N:6][NH:7][CH:8]=1)([O-:3])=[O:2].[C:12]1(OB(O)O)[CH:17]=[CH:16][CH:15]=[CH:14][CH:13]=1.N1C=CC=C[CH:23]=1. The catalyst is C(Cl)Cl.C([O-])(=O)C.[Cu+2].C([O-])(=O)C. The product is [N+:1]([C:4]1[C:5]([C:9]([O:11][CH3:23])=[O:10])=[N:6][N:7]([C:12]2[CH:17]=[CH:16][CH:15]=[CH:14][CH:13]=2)[CH:8]=1)([O-:3])=[O:2]. The yield is 0.835. (3) The reactants are C[O:2][C:3]1[CH:19]=[CH:18][C:6]2[CH:7]3[C:14]4([CH2:15][CH2:16][C:5]=2[CH:4]=1)[CH:10]([CH2:11][N:12]([CH3:17])[CH2:13]4)[CH2:9][CH2:8]3.B(Cl)(Cl)Cl. The catalyst is [I-].C([N+](CCCC)(CCCC)CCCC)CCC.C(Cl)Cl. The product is [CH3:17][N:12]1[CH2:13][C:14]23[CH:7]([CH2:8][CH2:9][CH:10]2[CH2:11]1)[C:6]1[CH:18]=[CH:19][C:3]([OH:2])=[CH:4][C:5]=1[CH2:16][CH2:15]3. The yield is 0.318. (4) The reactants are [CH3:1][C:2]1([CH3:8])[CH2:6][O:5][C:4](=[O:7])[NH:3]1.FC(F)(F)C(O[I:14](C1C=CC=CC=1)OC(=O)C(F)(F)F)=O.II. The catalyst is CC#N. The product is [I:14][N:3]1[C:2]([CH3:8])([CH3:1])[CH2:6][O:5][C:4]1=[O:7]. The yield is 0.600. (5) The reactants are Br[C:2]1[CH:7]=[CH:6][C:5]([C:8]2[C:21]([C:22]3[CH:27]=[CH:26][N:25]=[C:24]([NH:28][CH2:29][CH2:30][CH2:31][CH3:32])[N:23]=3)=[C:11]3[CH:12]=[CH:13][CH:14]=[C:15]([NH:16][CH2:17][CH2:18][CH2:19][CH3:20])[N:10]3[N:9]=2)=[CH:4][CH:3]=1.[C:33]1(B(O)O)[CH:38]=[CH:37][CH:36]=[CH:35][CH:34]=1.C(=O)([O-])[O-].[Na+].[Na+]. The catalyst is O1CCCC1.CCOCC.O. The product is [C:2]1([C:33]2[CH:38]=[CH:37][CH:36]=[CH:35][CH:34]=2)[CH:7]=[CH:6][C:5]([C:8]2[C:21]([C:22]3[CH:27]=[CH:26][N:25]=[C:24]([NH:28][CH2:29][CH2:30][CH2:31][CH3:32])[N:23]=3)=[C:11]3[CH:12]=[CH:13][CH:14]=[C:15]([NH:16][CH2:17][CH2:18][CH2:19][CH3:20])[N:10]3[N:9]=2)=[CH:4][CH:3]=1. The yield is 0.730. (6) The catalyst is O.C(O)C. The yield is 0.350. The reactants are [CH3:1][O:2][C:3]1[CH:4]=[C:5]2[C:10](=[CH:11][C:12]=1[O:13][CH3:14])[N:9]=[CH:8][CH:7]=[C:6]2[O:15][C:16]1[CH:21]=[CH:20][C:19]([NH:22][CH:23]([CH:28](C(OCC)=O)[C:29]([O:31]CC)=[O:30])[C:24]([F:27])([F:26])[F:25])=[CH:18][C:17]=1[F:39].[OH-].[Na+]. The product is [CH3:1][O:2][C:3]1[CH:4]=[C:5]2[C:10](=[CH:11][C:12]=1[O:13][CH3:14])[N:9]=[CH:8][CH:7]=[C:6]2[O:15][C:16]1[CH:21]=[CH:20][C:19]([NH:22][CH:23]([C:24]([F:27])([F:25])[F:26])[CH2:28][C:29]([OH:31])=[O:30])=[CH:18][C:17]=1[F:39]. (7) The reactants are Br[C:2]1[C:3]([O:17][CH2:18][CH:19]2[CH2:23][CH2:22][CH2:21][O:20]2)=[CH:4][C:5]2[S:9][C:8]([NH:10][C:11]([NH:13][CH2:14][CH3:15])=[O:12])=[N:7][C:6]=2[CH:16]=1.C(NC(NC1SC2C(C3C=CC=CN=3)=CC([C:45]3[CH:46]=[N:47][C:48]([C:51]([OH:54])([CH3:53])[CH3:52])=[N:49][CH:50]=3)=CC=2N=1)=O)C.P([O-])([O-])([O-])=O.[K+].[K+].[K+]. The catalyst is O1CCOCC1.CO.C1C=CC(P(C2C=CC=CC=2)[C-]2C=CC=C2)=CC=1.C1C=CC(P(C2C=CC=CC=2)[C-]2C=CC=C2)=CC=1.Cl[Pd]Cl.[Fe+2]. The product is [CH2:14]([NH:13][C:11]([NH:10][C:8]1[S:9][C:5]2[CH:4]=[C:3]([O:17][CH2:18][CH:19]3[CH2:23][CH2:22][CH2:21][O:20]3)[C:2]([C:45]3[CH:46]=[N:47][C:48]([C:51]([OH:54])([CH3:53])[CH3:52])=[N:49][CH:50]=3)=[CH:16][C:6]=2[N:7]=1)=[O:12])[CH3:15]. The yield is 0.430. (8) The product is [OH:1][C:2]1[C:3]([C:8]([O:10][CH3:16])=[O:9])=[N:4][CH:5]=[CH:6][CH:7]=1. The yield is 0.640. The reactants are [OH:1][C:2]1[C:3]([C:8]([OH:10])=[O:9])=[N:4][CH:5]=[CH:6][CH:7]=1.S(=O)(=O)(O)O.[C:16](=O)([O-])O.[Na+]. The catalyst is CO.